This data is from M1 muscarinic receptor agonist screen with 61,833 compounds. The task is: Binary Classification. Given a drug SMILES string, predict its activity (active/inactive) in a high-throughput screening assay against a specified biological target. The molecule is O(c1cc(cc(OC)c1)c1[nH]nc(n1)N)C. The result is 0 (inactive).